From a dataset of Full USPTO retrosynthesis dataset with 1.9M reactions from patents (1976-2016). Predict the reactants needed to synthesize the given product. Given the product [CH:1]1([N:7]([C@H:21]2[CH2:22][CH2:23][C@H:24]([O:27][CH2:28][CH:29]([CH3:30])[CH3:31])[CH2:25][CH2:26]2)[C:8](=[O:20])[NH:9][C:10]2[S:11][C:12]([S:15][CH2:37][CH2:36][C:35]([OH:45])=[O:34])=[CH:13][N:14]=2)[CH2:2][CH2:3][CH2:4][CH2:5][CH2:6]1, predict the reactants needed to synthesize it. The reactants are: [CH:1]1([N:7]([C@H:21]2[CH2:26][CH2:25][C@H:24]([O:27][CH2:28][CH:29]([CH3:31])[CH3:30])[CH2:23][CH2:22]2)[C:8](=[O:20])[NH:9][C:10]2[S:11][C:12]([S:15]CC(O)=O)=[CH:13][N:14]=2)[CH2:6][CH2:5][CH2:4][CH2:3][CH2:2]1.C([O:34][C:35](=[O:45])[CH:36](SC1SC(N)=NC=1)[CH3:37])C.